The task is: Predict the reaction yield, written as a fraction of the theoretical maximum amount of product (1.0 means a 100% yield; for example, 0.34 means a 34% yield).. This data is from Reaction yield outcomes from USPTO patents with 853,638 reactions. (1) The reactants are [CH3:1][O:2][C:3]1[CH:4]=[C:5]([CH:24]=[CH:25][CH:26]=1)[CH2:6][C:7]1[O:11][C:10]([NH:12][C:13]2[CH:14]=[C:15]3[C:19](=[CH:20][CH:21]=2)[NH:18][N:17]=[C:16]3[CH:22]=[CH2:23])=[N:9][N:8]=1. The catalyst is CO.[Pd]. The product is [CH2:22]([C:16]1[C:15]2[C:19](=[CH:20][CH:21]=[C:13]([NH:12][C:10]3[O:11][C:7]([CH2:6][C:5]4[CH:24]=[CH:25][CH:26]=[C:3]([O:2][CH3:1])[CH:4]=4)=[N:8][N:9]=3)[CH:14]=2)[NH:18][N:17]=1)[CH3:23]. The yield is 0.440. (2) The reactants are [H-].[Na+].[OH:3][C:4]([CH3:10])([CH3:9])[C:5]([O:7][CH3:8])=[O:6].[I:11][C:12]1[CH:19]=[CH:18][C:15]([CH2:16]Br)=[CH:14][CH:13]=1.[Cl-].[NH4+]. The catalyst is C1COCC1.C(OCC)(=O)C. The product is [I:11][C:12]1[CH:19]=[CH:18][C:15]([CH2:16][O:3][C:4]([CH3:10])([CH3:9])[C:5]([O:7][CH3:8])=[O:6])=[CH:14][CH:13]=1. The yield is 0.860. (3) The reactants are [C:1]([O:5][C:6]([N:8]1[CH2:13][CH2:12][CH:11]([C:14]2[CH:15]=[C:16]3[C:20](=[CH:21][CH:22]=2)[NH:19][C:18]([C:23]([OH:25])=O)=[CH:17]3)[CH2:10][CH2:9]1)=[O:7])([CH3:4])([CH3:3])[CH3:2].[F:26][C:27]1[CH:33]=[CH:32][C:30]([NH2:31])=[CH:29][CH:28]=1. The catalyst is CN(C)C=O. The product is [C:1]([O:5][C:6]([N:8]1[CH2:13][CH2:12][CH:11]([C:14]2[CH:15]=[C:16]3[C:20](=[CH:21][CH:22]=2)[NH:19][C:18]([C:23](=[O:25])[NH:31][C:30]2[CH:32]=[CH:33][C:27]([F:26])=[CH:28][CH:29]=2)=[CH:17]3)[CH2:10][CH2:9]1)=[O:7])([CH3:3])([CH3:4])[CH3:2]. The yield is 0.380. (4) The reactants are [Br:1][C:2]1[CH:3]=[C:4]2[C:9](=[CH:10][CH:11]=1)[N:8]=[C:7](O)[N:6]=[CH:5]2.P(Cl)(Cl)([Cl:15])=O. No catalyst specified. The product is [Br:1][C:2]1[CH:3]=[C:4]2[C:9](=[CH:10][CH:11]=1)[N:8]=[C:7]([Cl:15])[N:6]=[CH:5]2. The yield is 0.870. (5) The reactants are Cl[C:2]1[C:7]([N+:8]([O-:10])=[O:9])=[C:6]([CH3:11])[CH:5]=[CH:4][N:3]=1.Cl.[CH2:13]([O:20][C:21]1[CH:27]=[CH:26][C:24]([NH2:25])=[CH:23][CH:22]=1)[C:14]1[CH:19]=[CH:18][CH:17]=[CH:16][CH:15]=1.CCN(C(C)C)C(C)C.O. The catalyst is CS(C)=O. The product is [CH2:13]([O:20][C:21]1[CH:22]=[CH:23][C:24]([NH:25][C:2]2[C:7]([N+:8]([O-:10])=[O:9])=[C:6]([CH3:11])[CH:5]=[CH:4][N:3]=2)=[CH:26][CH:27]=1)[C:14]1[CH:15]=[CH:16][CH:17]=[CH:18][CH:19]=1. The yield is 0.930. (6) The reactants are Cl.[N:2]1([C:8]([C:10]2[CH:15]=[CH:14][C:13]([C:16]3[CH:17]=[C:18]4[C:24]([C:25]5[CH:33]=[CH:32][C:28]([C:29]([NH2:31])=[O:30])=[CH:27][CH:26]=5)=[CH:23][NH:22][C:19]4=[N:20][CH:21]=3)=[CH:12][CH:11]=2)=[O:9])[CH2:7][CH2:6][NH:5][CH2:4][CH2:3]1.C(N(CC)CC)C.[C:41](OC(=O)C)(=[O:43])[CH3:42].CCOC(C)=O. The catalyst is CO. The product is [C:41]([N:5]1[CH2:4][CH2:3][N:2]([C:8]([C:10]2[CH:15]=[CH:14][C:13]([C:16]3[CH:17]=[C:18]4[C:24]([C:25]5[CH:26]=[CH:27][C:28]([C:29]([NH2:31])=[O:30])=[CH:32][CH:33]=5)=[CH:23][NH:22][C:19]4=[N:20][CH:21]=3)=[CH:12][CH:11]=2)=[O:9])[CH2:7][CH2:6]1)(=[O:43])[CH3:42]. The yield is 0.250.